From a dataset of Full USPTO retrosynthesis dataset with 1.9M reactions from patents (1976-2016). Predict the reactants needed to synthesize the given product. (1) Given the product [N+:3]1([O-:17])[C:8]2[CH:9]=[C:10]3[C:14](=[CH:15][C:7]=2[N+:6]([O-:1])=[C:5]([NH2:16])[N:4]=1)[CH2:13][CH2:12][CH2:11]3, predict the reactants needed to synthesize it. The reactants are: [OH:1]O.[N+:3]1([O-:17])[C:8]2[CH:9]=[C:10]3[C:14](=[CH:15][C:7]=2[N:6]=[C:5]([NH2:16])[N:4]=1)[CH2:13][CH2:12][CH2:11]3.N. (2) Given the product [F:1][C:2]1[CH:7]=[CH:6][C:5]([C:8]2[N:12]3[CH:13]=[CH:14][C:15]([C:17]4[O:18][CH:39]=[N:38][CH:37]=4)=[N:16][C:11]3=[N:10][CH:9]=2)=[CH:4][C:3]=1[C:19]1[C:20]([C:25]#[N:26])=[CH:21][CH:22]=[CH:23][CH:24]=1, predict the reactants needed to synthesize it. The reactants are: [F:1][C:2]1[CH:7]=[CH:6][C:5]([C:8]2[N:12]3[CH:13]=[CH:14][C:15]([CH:17]=[O:18])=[N:16][C:11]3=[N:10][CH:9]=2)=[CH:4][C:3]=1[C:19]1[C:20]([C:25]#[N:26])=[CH:21][CH:22]=[CH:23][CH:24]=1.S([CH2:37][N+:38]#[C-:39])(C1C=CC(C)=CC=1)(=O)=O.C(=O)([O-])[O-].[K+].[K+].C(OCC)C. (3) The reactants are: [NH2:1][C:2]1[C:3](=[O:26])[NH:4][C:5]2[C:10]([N:11]=1)=[C:9]([O:12][C:13]1[CH:18]=[C:17](Cl)[N:16]=[C:15]([NH:20][C@@H:21]([CH3:25])[CH2:22][O:23][CH3:24])[N:14]=1)[CH:8]=[CH:7][CH:6]=2.[F:27][C:28]1[CH:33]=[CH:32][C:31]([C@H:34]([N:36]2[CH2:41][CH2:40][NH:39][CH2:38][CH2:37]2)[CH3:35])=[CH:30][CH:29]=1. Given the product [NH2:1][C:2]1[C:3](=[O:26])[NH:4][C:5]2[C:10]([N:11]=1)=[C:9]([O:12][C:13]1[CH:18]=[C:17]([N:39]3[CH2:38][CH2:37][N:36]([C@@H:34]([C:31]4[CH:32]=[CH:33][C:28]([F:27])=[CH:29][CH:30]=4)[CH3:35])[CH2:41][CH2:40]3)[N:16]=[C:15]([NH:20][C@@H:21]([CH3:25])[CH2:22][O:23][CH3:24])[N:14]=1)[CH:8]=[CH:7][CH:6]=2, predict the reactants needed to synthesize it. (4) Given the product [CH2:10]([N:14]([C:26]1[CH:31]=[CH:30][CH:29]=[C:28]([C:32]2[N:6]3[N:7]=[CH:8][C:4]([N+:1]([O-:3])=[O:2])=[C:5]3[N:9]=[CH:34][CH:33]=2)[CH:27]=1)[S:15]([C:18]1[CH:23]=[CH:22][C:21]([O:24][CH3:25])=[CH:20][CH:19]=1)(=[O:16])=[O:17])[CH2:11][CH2:12][CH3:13], predict the reactants needed to synthesize it. The reactants are: [N+:1]([C:4]1[CH:8]=[N:7][NH:6][C:5]=1[NH2:9])([O-:3])=[O:2].[CH2:10]([N:14]([C:26]1[CH:31]=[CH:30][CH:29]=[C:28]([C:32](=O)[CH:33]=[CH:34]N(C)C)[CH:27]=1)[S:15]([C:18]1[CH:23]=[CH:22][C:21]([O:24][CH3:25])=[CH:20][CH:19]=1)(=[O:17])=[O:16])[CH2:11][CH2:12][CH3:13].C(OCC)(=O)C.